From a dataset of Forward reaction prediction with 1.9M reactions from USPTO patents (1976-2016). Predict the product of the given reaction. (1) The product is: [Cl:1][C:2]1[N:3]=[N:4][C:5]([NH:14][NH2:15])=[CH:6][C:7]=1[C:8]([CH3:11])([CH3:10])[CH3:9]. Given the reactants [Cl:1][C:2]1[N:3]=[N:4][C:5](Cl)=[CH:6][C:7]=1[C:8]([CH3:11])([CH3:10])[CH3:9].O.[NH2:14][NH2:15].Cl, predict the reaction product. (2) Given the reactants Cl.[NH2:2][CH2:3][C@H:4]1[O:9][CH2:8][CH2:7][N:6]([S:10]([C:13]2[CH:20]=[CH:19][CH:18]=[CH:17][C:14]=2[C:15]#[N:16])(=[O:12])=[O:11])[CH2:5]1.C(N(CC)CC)C.[C:28]([NH:35][C@H:36]([C:41](O)=[O:42])[CH2:37][CH:38]([CH3:40])[CH3:39])([O:30][C:31]([CH3:34])([CH3:33])[CH3:32])=[O:29].C1C=CC2N(O)N=NC=2C=1.C(Cl)CCl, predict the reaction product. The product is: [C:15]([C:14]1[CH:17]=[CH:18][CH:19]=[CH:20][C:13]=1[S:10]([N:6]1[CH2:7][CH2:8][O:9][C@H:4]([CH2:3][NH:2][C:41](=[O:42])[C@H:36]([CH2:37][CH:38]([CH3:39])[CH3:40])[NH:35][C:28]([O:30][C:31]([CH3:32])([CH3:33])[CH3:34])=[O:29])[CH2:5]1)(=[O:12])=[O:11])#[N:16]. (3) Given the reactants CC1C=CC(S(O[CH2:12][C@@H:13]2[O:18][C:17]3[C:19]([F:23])=[CH:20][CH:21]=[CH:22][C:16]=3[O:15][CH2:14]2)(=O)=O)=CC=1.[CH2:24]([NH2:26])[CH3:25].C(#N)C, predict the reaction product. The product is: [F:23][C:19]1[C:17]2[O:18][C@@H:13]([CH2:12][NH:26][CH2:24][CH3:25])[CH2:14][O:15][C:16]=2[CH:22]=[CH:21][CH:20]=1. (4) Given the reactants [N:1]1[NH:2][CH:3]=[C:4]2[CH2:8][N:7]([C@H:9]3[CH2:14][S:13](=[O:15])[CH:12]([C:16]4[CH:21]=[C:20]([F:22])[CH:19]=[C:18]([F:23])[C:17]=4[F:24])[C@@H:11]([NH:25]C(=O)OC(C)(C)C)[CH2:10]3)[CH2:6][C:5]=12.[C:33]([OH:39])([C:35]([F:38])([F:37])[F:36])=[O:34], predict the reaction product. The product is: [F:36][C:35]([F:38])([F:37])[C:33]([OH:39])=[O:34].[N:1]1[NH:2][CH:3]=[C:4]2[CH2:8][N:7]([C@H:9]3[CH2:14][S:13](=[O:15])[CH:12]([C:16]4[CH:21]=[C:20]([F:22])[CH:19]=[C:18]([F:23])[C:17]=4[F:24])[C@@H:11]([NH2:25])[CH2:10]3)[CH2:6][C:5]=12.